From a dataset of Forward reaction prediction with 1.9M reactions from USPTO patents (1976-2016). Predict the product of the given reaction. (1) Given the reactants [CH3:1][N:2]([CH2:10][C:11]1([CH2:20][CH:21]=O)[C:19]2[C:14](=[CH:15][CH:16]=[CH:17][CH:18]=2)[CH2:13][CH2:12]1)[C:3](=[O:9])[O:4][C:5]([CH3:8])([CH3:7])[CH3:6].[C@@H:23]12[NH:30][C@@H:27]([CH2:28][CH2:29]1)[CH2:26][CH:25]([N:31]1[C:35]3[CH:36]=[CH:37][CH:38]=[CH:39][C:34]=3[N:33]=[C:32]1[CH3:40])[CH2:24]2.C(O[BH-](OC(=O)C)OC(=O)C)(=O)C.[Na+].C([O-])(O)=O.[Na+], predict the reaction product. The product is: [CH3:1][N:2]([CH2:10][C:11]1([CH2:20][CH2:21][N:30]2[C@H:27]3[CH2:28][CH2:29][C@@H:23]2[CH2:24][CH:25]([N:31]2[C:35]4[CH:36]=[CH:37][CH:38]=[CH:39][C:34]=4[N:33]=[C:32]2[CH3:40])[CH2:26]3)[C:19]2[C:14](=[CH:15][CH:16]=[CH:17][CH:18]=2)[CH2:13][CH2:12]1)[C:3](=[O:9])[O:4][C:5]([CH3:8])([CH3:7])[CH3:6]. (2) The product is: [C:1]1([C:7]2[N:12]=[C:11]([C:13]3[CH:18]=[CH:17][N:16]=[CH:15][CH:14]=3)[N:10]=[C:9]([O:19][CH2:21][C:22]3[CH:31]=[CH:30][C:25]([C:26]([OH:28])=[O:27])=[CH:24][CH:23]=3)[CH:8]=2)[CH:2]=[CH:3][CH:4]=[CH:5][CH:6]=1. Given the reactants [C:1]1([C:7]2[N:12]=[C:11]([C:13]3[CH:18]=[CH:17][N:16]=[CH:15][CH:14]=3)[N:10]=[C:9]([OH:19])[CH:8]=2)[CH:6]=[CH:5][CH:4]=[CH:3][CH:2]=1.Br[CH2:21][C:22]1[CH:31]=[CH:30][C:25]([C:26]([O:28]C)=[O:27])=[CH:24][CH:23]=1, predict the reaction product. (3) Given the reactants [C:1]([O:5][C:6]([NH:8][C:9]1[S:10][C:11]([C:15]([OH:17])=[O:16])=[C:12]([CH3:14])[N:13]=1)=[O:7])([CH3:4])([CH3:3])[CH3:2].[Si](C=[N+]=[N-])(C)(C)[CH3:19], predict the reaction product. The product is: [CH3:19][O:16][C:15]([C:11]1[S:10][C:9]([NH:8][C:6]([O:5][C:1]([CH3:4])([CH3:2])[CH3:3])=[O:7])=[N:13][C:12]=1[CH3:14])=[O:17]. (4) Given the reactants [OH-].[K+].[C:3]([O:7][C@@H:8]([C:15]1[C:16]([CH3:47])=[N:17][C:18]([CH3:46])=[C:19]([C:30]2[CH:35]=[CH:34][C:33]([O:36][CH2:37][CH2:38][C:39]3[CH:44]=[CH:43][C:42]([F:45])=[CH:41][CH:40]=3)=[CH:32][CH:31]=2)[C:20]=1[N:21]1[CH2:26][CH2:25][C:24]([C:28]#[N:29])([CH3:27])[CH2:23][CH2:22]1)[C:9]([O:11]C(C)C)=[O:10])([CH3:6])([CH3:5])[CH3:4].Cl, predict the reaction product. The product is: [C:3]([O:7][C@@H:8]([C:15]1[C:16]([CH3:47])=[N:17][C:18]([CH3:46])=[C:19]([C:30]2[CH:31]=[CH:32][C:33]([O:36][CH2:37][CH2:38][C:39]3[CH:44]=[CH:43][C:42]([F:45])=[CH:41][CH:40]=3)=[CH:34][CH:35]=2)[C:20]=1[N:21]1[CH2:22][CH2:23][C:24]([C:28]#[N:29])([CH3:27])[CH2:25][CH2:26]1)[C:9]([OH:11])=[O:10])([CH3:6])([CH3:5])[CH3:4].